This data is from Catalyst prediction with 721,799 reactions and 888 catalyst types from USPTO. The task is: Predict which catalyst facilitates the given reaction. (1) Reactant: [Br:1][C:2]1[C:10]2[NH:9][CH:8]=[N:7][C:6]=2[CH:5]=[C:4]([C:11]([F:14])([F:13])[F:12])[CH:3]=1.C(=O)([O-])[O-].[K+].[K+].[C:21]1([C:27]#[C:28][C:29]([O:31][CH2:32][CH3:33])=[O:30])[CH:26]=[CH:25][CH:24]=[CH:23][CH:22]=1. Product: [Br:1][C:2]1[C:10]2[N:9]=[CH:8][N:7]([C:27]([C:21]3[CH:22]=[CH:23][CH:24]=[CH:25][CH:26]=3)=[CH:28][C:29]([O:31][CH2:32][CH3:33])=[O:30])[C:6]=2[CH:5]=[C:4]([C:11]([F:14])([F:13])[F:12])[CH:3]=1. The catalyst class is: 3. (2) Reactant: [I:1][C:2]1[CH:8]=[C:7](Cl)[CH:6]=[CH:5][C:3]=1[NH2:4].C(N(CC)CC)C.[CH3:17][S:18](Cl)(=[O:20])=[O:19]. Product: [I:1][C:2]1[CH:8]=[CH:7][CH:6]=[CH:5][C:3]=1[NH:4][S:18]([CH3:17])(=[O:20])=[O:19]. The catalyst class is: 2.